This data is from Merck oncology drug combination screen with 23,052 pairs across 39 cell lines. The task is: Regression. Given two drug SMILES strings and cell line genomic features, predict the synergy score measuring deviation from expected non-interaction effect. (1) Drug 1: N.N.O=C(O)C1(C(=O)O)CCC1.[Pt]. Drug 2: CNC(=O)c1cc(Oc2ccc(NC(=O)Nc3ccc(Cl)c(C(F)(F)F)c3)cc2)ccn1. Cell line: SKMES1. Synergy scores: synergy=-8.10. (2) Drug 1: O=C(CCCCCCC(=O)Nc1ccccc1)NO. Drug 2: CCc1c2c(nc3ccc(O)cc13)-c1cc3c(c(=O)n1C2)COC(=O)C3(O)CC. Cell line: EFM192B. Synergy scores: synergy=14.0. (3) Drug 1: CC1CC2C3CCC4=CC(=O)C=CC4(C)C3(F)C(O)CC2(C)C1(O)C(=O)CO. Drug 2: C=CCn1c(=O)c2cnc(Nc3ccc(N4CCN(C)CC4)cc3)nc2n1-c1cccc(C(C)(C)O)n1. Cell line: HCT116. Synergy scores: synergy=1.78. (4) Drug 1: O=C(CCCCCCC(=O)Nc1ccccc1)NO. Drug 2: CS(=O)(=O)CCNCc1ccc(-c2ccc3ncnc(Nc4ccc(OCc5cccc(F)c5)c(Cl)c4)c3c2)o1. Cell line: NCIH520. Synergy scores: synergy=-9.30. (5) Drug 1: CCC1=CC2CN(C1)Cc1c([nH]c3ccccc13)C(C(=O)OC)(c1cc3c(cc1OC)N(C)C1C(O)(C(=O)OC)C(OC(C)=O)C4(CC)C=CCN5CCC31C54)C2. Drug 2: NC1(c2ccc(-c3nc4ccn5c(=O)[nH]nc5c4cc3-c3ccccc3)cc2)CCC1. Cell line: SW837. Synergy scores: synergy=18.8. (6) Drug 1: O=C(CCCCCCC(=O)Nc1ccccc1)NO. Drug 2: CS(=O)(=O)CCNCc1ccc(-c2ccc3ncnc(Nc4ccc(OCc5cccc(F)c5)c(Cl)c4)c3c2)o1. Cell line: COLO320DM. Synergy scores: synergy=0.217. (7) Drug 1: C#Cc1cccc(Nc2ncnc3cc(OCCOC)c(OCCOC)cc23)c1. Drug 2: NC1CCCCC1N.O=C(O)C(=O)O.[Pt+2]. Cell line: NCIH23. Synergy scores: synergy=-28.0.